Dataset: Forward reaction prediction with 1.9M reactions from USPTO patents (1976-2016). Task: Predict the product of the given reaction. (1) Given the reactants Cl.[Cl:2][C:3]1[C:12]2[C:7](=[CH:8][C:9]([O:15][CH2:16][CH2:17][CH2:18][N:19]3[CH2:23][CH2:22][CH2:21][CH2:20]3)=[C:10]([O:13][CH3:14])[CH:11]=2)[N:6]=[N:5][CH:4]=1.[Cl:24][C:25]1[CH:31]=[CH:30][C:28]([NH2:29])=[C:27]([F:32])[CH:26]=1.Cl, predict the reaction product. The product is: [ClH:2].[Cl:24][C:25]1[CH:31]=[CH:30][C:28]([NH:29][C:3]2[C:12]3[C:7](=[CH:8][C:9]([O:15][CH2:16][CH2:17][CH2:18][N:19]4[CH2:23][CH2:22][CH2:21][CH2:20]4)=[C:10]([O:13][CH3:14])[CH:11]=3)[N:6]=[N:5][CH:4]=2)=[C:27]([F:32])[CH:26]=1. (2) Given the reactants [Br:1][C:2]1[CH:3]=[C:4](B(O)O)[CH:5]=[CH:6][CH:7]=1.[CH3:11][N:12]1[CH2:17][CH2:16][N:15]([CH:18]2[CH2:23][CH2:22][NH:21][CH2:20][CH2:19]2)[CH2:14][CH2:13]1, predict the reaction product. The product is: [Br:1][C:2]1[CH:3]=[C:4]([N:21]2[CH2:20][CH2:19][CH:18]([N:15]3[CH2:14][CH2:13][N:12]([CH3:11])[CH2:17][CH2:16]3)[CH2:23][CH2:22]2)[CH:5]=[CH:6][CH:7]=1.